Dataset: Catalyst prediction with 721,799 reactions and 888 catalyst types from USPTO. Task: Predict which catalyst facilitates the given reaction. Reactant: [CH2:1]([CH:3]([O:6][C:7]1[N:12]=[C:11]([CH3:13])[N:10]=[C:9]([NH:14][C:15]2[C:20]([CH3:21])=[CH:19][C:18]([CH3:22])=[CH:17][C:16]=2[CH3:23])[C:8]=1[NH2:24])[CH2:4][CH3:5])[CH3:2].[C:25](O)(=[O:29])[C:26]([CH3:28])=O. Product: [CH2:1]([CH:3]([O:6][C:7]1[C:8]2[N:24]=[C:26]([CH3:28])[C:25](=[O:29])[N:14]([C:15]3[C:20]([CH3:21])=[CH:19][C:18]([CH3:22])=[CH:17][C:16]=3[CH3:23])[C:9]=2[N:10]=[C:11]([CH3:13])[N:12]=1)[CH2:4][CH3:5])[CH3:2]. The catalyst class is: 8.